From a dataset of Full USPTO retrosynthesis dataset with 1.9M reactions from patents (1976-2016). Predict the reactants needed to synthesize the given product. (1) Given the product [CH2:11]([O:15][C:16]([CH:17]1[CH2:4][CH:5]2[CH2:6][CH:18]1[CH:2]=[CH:1]2)=[O:19])[CH2:12][CH2:13][CH3:14], predict the reactants needed to synthesize it. The reactants are: [CH2:1]1[CH:5]2[C@@H:6]3C=C[C@H]([CH:4]2C=[CH:2]1)C3.[CH2:11]([O:15][C:16](=[O:19])[CH:17]=[CH2:18])[CH2:12][CH2:13][CH3:14].C1(C=CC(O)=CC=1)O. (2) Given the product [NH2:40][C:38]([C:33]1[CH:34]=[N:35][C:36]2[C:31]([C:32]=1[NH:1][C:2]1[CH:3]=[C:4]([CH:8]=[C:9]([N:11]3[CH2:16][CH2:15][N:14]([CH3:17])[CH2:13][CH2:12]3)[CH:10]=1)[C:5]([OH:7])=[O:6])=[CH:30][CH:29]=[C:28]([C:23]1[C:24]([O:26][CH3:27])=[N:25][C:20]([O:19][CH3:18])=[N:21][CH:22]=1)[CH:37]=2)=[O:39], predict the reactants needed to synthesize it. The reactants are: [NH2:1][C:2]1[CH:3]=[C:4]([CH:8]=[C:9]([N:11]2[CH2:16][CH2:15][N:14]([CH3:17])[CH2:13][CH2:12]2)[CH:10]=1)[C:5]([OH:7])=[O:6].[CH3:18][O:19][C:20]1[N:25]=[C:24]([O:26][CH3:27])[C:23]([C:28]2[CH:37]=[C:36]3[C:31]([C:32](Cl)=[C:33]([C:38]([NH2:40])=[O:39])[CH:34]=[N:35]3)=[CH:30][CH:29]=2)=[CH:22][N:21]=1. (3) Given the product [NH2:15][C:12]1[CH:13]=[CH:14][C:9]([O:8][C:6]2[CH:7]=[CH:2][N:3]=[C:4]([NH2:18])[N:5]=2)=[CH:10][CH:11]=1, predict the reactants needed to synthesize it. The reactants are: Cl[C:2]1[CH:7]=[C:6]([O:8][C:9]2[CH:14]=[CH:13][C:12]([N+:15]([O-])=O)=[CH:11][CH:10]=2)[N:5]=[C:4]([NH2:18])[N:3]=1.CO.O1CCCC1.C(OCC)(=O)C. (4) Given the product [NH2:8][C:9]1[S:13][C:12]([C:14]([N:16]([CH3:28])[CH2:17][CH2:18][N:19]([CH3:27])[C:20](=[O:26])[O:21][C:22]([CH3:23])([CH3:24])[CH3:25])=[O:15])=[C:11]([CH3:29])[CH:10]=1, predict the reactants needed to synthesize it. The reactants are: C(OC([NH:8][C:9]1[S:13][C:12]([C:14]([N:16]([CH3:28])[CH2:17][CH2:18][N:19]([CH3:27])[C:20](=[O:26])[O:21][C:22]([CH3:25])([CH3:24])[CH3:23])=[O:15])=[C:11]([CH3:29])[CH:10]=1)=O)(C)(C)C.FC(F)(F)C(O)=O.C(N(CC)CC)C.C(OC(OC(C)(C)C)=O)(OC(C)(C)C)=O. (5) Given the product [C:1]([O:5][C:6](=[O:7])[NH:8][C@H:9]([CH3:13])[C:10]([N:39]1[CH2:40][CH2:41][C@H:37]([F:36])[CH2:38]1)=[O:12])([CH3:2])([CH3:3])[CH3:4], predict the reactants needed to synthesize it. The reactants are: [C:1]([O:5][C:6]([NH:8][C@H:9]([CH3:13])[C:10]([OH:12])=O)=[O:7])([CH3:4])([CH3:3])[CH3:2].CN(C)CCCN=C=NCC.OC1C2N=NNC=2C=CC=1.Cl.[F:36][C@H:37]1[CH2:41][CH2:40][NH:39][CH2:38]1.C(N(CC)C(C)C)(C)C. (6) Given the product [NH2:1][C:2]1[C:7]2[N:8]=[C:9]([CH3:11])[O:10][C:6]=2[C:5]([Br:12])=[CH:4][CH:3]=1, predict the reactants needed to synthesize it. The reactants are: [NH2:1][C:2]1[C:7]2[N:8]=[C:9]([CH3:11])[O:10][C:6]=2[CH:5]=[CH:4][CH:3]=1.[Br:12]N1C(=O)CCC1=O. (7) Given the product [NH2:1][C:2]1[C:18]2[C:17](=[O:19])[C:16]([C:20]([OH:22])=[O:21])=[CH:15][N:7]3[C:8]4([CH2:14][CH2:13][O:12][CH2:11]4)[CH2:9][O:10][C:5]([C:6]=23)=[C:4]([NH:34][CH2:33][CH2:32][CH2:31][C:26]2[CH:27]=[CH:28][CH:29]=[CH:30][N:25]=2)[C:3]=1[F:24], predict the reactants needed to synthesize it. The reactants are: [NH2:1][C:2]1[C:18]2[C:17](=[O:19])[C:16]([C:20]([OH:22])=[O:21])=[CH:15][N:7]3[C:8]4([CH2:14][CH2:13][O:12][CH2:11]4)[CH2:9][O:10][C:5]([C:6]=23)=[C:4](F)[C:3]=1[F:24].[N:25]1[CH:30]=[CH:29][CH:28]=[CH:27][C:26]=1[CH2:31][CH2:32][CH2:33][NH2:34].C(N(CC)CC)C.[NH4+].[Cl-]. (8) Given the product [Cl:39][C:26]1[CH:25]=[C:24]([NH:23][C:16]2[C:15]3[C:20](=[CH:21][CH:22]=[C:13]([N:12]=[C:9]4[N:8]([CH3:40])[C@@H:7]([CH2:6][OH:5])[CH2:11][O:10]4)[CH:14]=3)[N:19]=[CH:18][N:17]=2)[CH:29]=[CH:28][C:27]=1[CH2:30][O:31][C:32]1[CH:37]=[CH:36][CH:35]=[C:34]([F:38])[CH:33]=1, predict the reactants needed to synthesize it. The reactants are: C([O:5][CH2:6][C@H:7]1[CH2:11][O:10][C:9](=[N:12][C:13]2[CH:14]=[C:15]3[C:20](=[CH:21][CH:22]=2)[N:19]=[CH:18][N:17]=[C:16]3[NH:23][C:24]2[CH:29]=[CH:28][C:27]([CH2:30][O:31][C:32]3[CH:37]=[CH:36][CH:35]=[C:34]([F:38])[CH:33]=3)=[C:26]([Cl:39])[CH:25]=2)[N:8]1[CH3:40])(C)(C)C.C(O)(C(F)(F)F)=O. (9) Given the product [CH2:7]([C:9]1[CH2:10][C@H:11]2[C@@H:14]([CH:15]=1)[C:13](=[CH:23][C:17]([O:4][CH2:2][CH3:5])=[O:24])[CH2:12]2)[CH3:8], predict the reactants needed to synthesize it. The reactants are: C[C:2]([CH3:5])([O-:4])C.[Na+].[CH2:7]([C:9]1[CH2:10][C@H:11]2[C@@H:14]([CH:15]=1)[C:13](=O)[CH2:12]2)[CH3:8].[C:17]1([CH3:23])C=CC=CC=1.[OH2:24].